Dataset: Full USPTO retrosynthesis dataset with 1.9M reactions from patents (1976-2016). Task: Predict the reactants needed to synthesize the given product. (1) Given the product [C:8]1([CH:6]([NH:5][C:4]2[CH:14]=[CH:15][CH:16]=[C:2]([B:17]3[O:21][C:20]([CH3:23])([CH3:22])[C:19]([CH3:25])([CH3:24])[O:18]3)[CH:3]=2)[CH3:7])[CH:13]=[CH:12][CH:11]=[CH:10][CH:9]=1, predict the reactants needed to synthesize it. The reactants are: Br[C:2]1[CH:3]=[C:4]([CH:14]=[CH:15][CH:16]=1)[NH:5][CH:6]([C:8]1[CH:13]=[CH:12][CH:11]=[CH:10][CH:9]=1)[CH3:7].[B:17]1([B:17]2[O:21][C:20]([CH3:23])([CH3:22])[C:19]([CH3:25])([CH3:24])[O:18]2)[O:21][C:20]([CH3:23])([CH3:22])[C:19]([CH3:25])([CH3:24])[O:18]1.C([O-])(=O)C.[K+]. (2) The reactants are: C1[O:18][CH2:17][CH2:16]OCCOCCOCCOCCOC1.FC(F)(F)COP(CC(OC)=O)(=O)OCC(F)(F)F.C[Si]([N-][Si](C)(C)C)(C)C.[K+].[NH2:48][C:49]1[N:53]([C:54]2[CH:59]=[CH:58][CH:57]=[CH:56][CH:55]=2)[N:52]=[CH:51][C:50]=1[CH:60]=O. Given the product [C:54]1([N:53]2[C:49]3[NH:48][C:17](=[O:18])[CH:16]=[CH:60][C:50]=3[CH:51]=[N:52]2)[CH:59]=[CH:58][CH:57]=[CH:56][CH:55]=1, predict the reactants needed to synthesize it. (3) Given the product [F:38][CH:37]([F:39])[O:1][C:2]1[CH:3]=[C:4]2[C:9](=[CH:10][CH:11]=1)[CH:8]=[C:7]([C:12]1[C:20]3[C:15](=[CH:16][CH:17]=[C:18]([C:21]#[N:22])[CH:19]=3)[N:14]([CH:23]3[CH2:28][CH2:27][CH2:26][CH2:25][O:24]3)[N:13]=1)[CH:6]=[CH:5]2, predict the reactants needed to synthesize it. The reactants are: [OH:1][C:2]1[CH:3]=[C:4]2[C:9](=[CH:10][CH:11]=1)[CH:8]=[C:7]([C:12]1[C:20]3[C:15](=[CH:16][CH:17]=[C:18]([C:21]#[N:22])[CH:19]=3)[N:14]([CH:23]3[CH2:28][CH2:27][CH2:26][CH2:25][O:24]3)[N:13]=1)[CH:6]=[CH:5]2.[OH-].[Na+].C1COCC1.Cl[CH:37]([F:39])[F:38]. (4) Given the product [CH3:1][N:2]([OH:41])[C:3]([CH2:5][N:6]1[CH2:7][CH2:8][N:9]([CH2:28][C:29](=[O:40])[N:30]([OH:32])[CH3:31])[CH2:10][CH2:11][N:12]([CH2:15][C:16](=[O:27])[N:17]([OH:19])[CH3:18])[CH2:13][CH2:14]1)=[O:4], predict the reactants needed to synthesize it. The reactants are: [CH3:1][N:2]([O:41]CC1C=CC=CC=1)[C:3]([CH2:5][N:6]1[CH2:14][CH2:13][N:12]([CH2:15][C:16](=[O:27])[N:17]([O:19]CC2C=CC=CC=2)[CH3:18])[CH2:11][CH2:10][N:9]([CH2:28][C:29](=[O:40])[N:30]([O:32]CC2C=CC=CC=2)[CH3:31])[CH2:8][CH2:7]1)=[O:4]. (5) Given the product [N+:2]([C:5]1[CH:6]=[CH:7][C:8]([C:11]2[S:15][C:14]([CH:16]3[CH2:21][CH2:20][N:19]([S:29]([C:32]([F:35])([F:34])[F:33])(=[O:31])=[O:30])[CH2:18][CH2:17]3)=[N:13][CH:12]=2)=[CH:9][CH:10]=1)([O-:4])=[O:3], predict the reactants needed to synthesize it. The reactants are: Cl.[N+:2]([C:5]1[CH:10]=[CH:9][C:8]([C:11]2[S:15][C:14]([CH:16]3[CH2:21][CH2:20][NH:19][CH2:18][CH2:17]3)=[N:13][CH:12]=2)=[CH:7][CH:6]=1)([O-:4])=[O:3].C(N(CC)CC)C.[S:29](O[S:29]([C:32]([F:35])([F:34])[F:33])(=[O:31])=[O:30])([C:32]([F:35])([F:34])[F:33])(=[O:31])=[O:30]. (6) The reactants are: [F:1][C:2]([F:30])([F:29])[C:3]1[CH:4]=[C:5]([CH:22]=[C:23]([C:25]([F:28])([F:27])[F:26])[CH:24]=1)[CH2:6][O:7][CH2:8][C@H:9]1[C@H:14]([C:15]2[CH:20]=[CH:19][C:18]([F:21])=[CH:17][CH:16]=2)[CH2:13][CH2:12][NH:11][CH2:10]1.Br[CH2:32][C:33]#[N:34].C(=O)([O-])[O-].[K+].[K+]. Given the product [F:28][C:25]([F:26])([F:27])[C:23]1[CH:22]=[C:5]([CH:4]=[C:3]([C:2]([F:1])([F:29])[F:30])[CH:24]=1)[CH2:6][O:7][CH2:8][C@H:9]1[C@H:14]([C:15]2[CH:16]=[CH:17][C:18]([F:21])=[CH:19][CH:20]=2)[CH2:13][CH2:12][N:11]([CH2:32][C:33]#[N:34])[CH2:10]1, predict the reactants needed to synthesize it.